Regression/Classification. Given a drug SMILES string, predict its toxicity properties. Task type varies by dataset: regression for continuous values (e.g., LD50, hERG inhibition percentage) or binary classification for toxic/non-toxic outcomes (e.g., AMES mutagenicity, cardiotoxicity, hepatotoxicity). Dataset: clintox. From a dataset of Clinical trial toxicity outcomes and FDA approval status for drugs. The molecule is C[NH+]1CCC(CN2c3ccccc3Sc3ccccc32)C1. The result is 0 (passed clinical trial).